From a dataset of Forward reaction prediction with 1.9M reactions from USPTO patents (1976-2016). Predict the product of the given reaction. (1) Given the reactants [CH3:1][C:2]1[C:10]([CH3:12])([CH3:11])[C:9]2[C:4](=[CH:5][CH:6]=[CH:7][CH:8]=2)[N:3]=1.[N+:13]([O-])([OH:15])=[O:14], predict the reaction product. The product is: [N+:13]([C:7]1[CH:8]=[C:9]2[C:4](=[CH:5][CH:6]=1)[N:3]=[C:2]([CH3:1])[C:10]2([CH3:12])[CH3:11])([O-:15])=[O:14]. (2) Given the reactants [N:1]([CH:4]([C:6]1[C:15]([C:16]2[CH:17]=[N:18][CH:19]=[C:20]([F:22])[CH:21]=2)=[C:14]2[C:9]([CH:10]=[CH:11][CH:12]=[N:13]2)=[CH:8][CH:7]=1)[CH3:5])=[N+]=[N-].CP(C)C.C(OCC)(=O)C, predict the reaction product. The product is: [F:22][C:20]1[CH:21]=[C:16]([C:15]2[C:6]([CH:4]([NH2:1])[CH3:5])=[CH:7][CH:8]=[C:9]3[C:14]=2[N:13]=[CH:12][CH:11]=[CH:10]3)[CH:17]=[N:18][CH:19]=1. (3) Given the reactants [Br:1][C:2]1[CH:7]=[CH:6][C:5]([CH:8]([C:16]2[CH:21]=[CH:20][C:19]([F:22])=[CH:18][C:17]=2[CH3:23])[CH2:9][C:10](N(OC)C)=[O:11])=[CH:4][CH:3]=1.Br[C:25]1[CH:30]=[CH:29][N:28]=[C:27]([CH3:31])[CH:26]=1, predict the reaction product. The product is: [Br:1][C:2]1[CH:7]=[CH:6][C:5]([CH:8]([C:16]2[CH:21]=[CH:20][C:19]([F:22])=[CH:18][C:17]=2[CH3:23])[CH2:9][C:10]([C:25]2[CH:30]=[CH:29][N:28]=[C:27]([CH3:31])[CH:26]=2)=[O:11])=[CH:4][CH:3]=1. (4) Given the reactants C([C@H]1COC(=O)N1[C:14](=[O:25])[C@H:15]([C:17]1[CH:22]=[CH:21][CH:20]=[CH:19][C:18]=1[O:23][CH3:24])[CH3:16])C1C=CC=CC=1.[Li+].[BH4-].[OH-].[Na+].COC1C=CC=CC=1[C@H](C)CNC1C=C(C2C=NC(N3CCN(C)CC3)=CC=2)N=CN=1, predict the reaction product. The product is: [CH3:24][O:23][C:18]1[CH:19]=[CH:20][CH:21]=[CH:22][C:17]=1[C@H:15]([CH3:16])[CH2:14][OH:25]. (5) Given the reactants [NH2:1][C:2]1[CH:7]=[C:6]([F:8])[CH:5]=[CH:4][N:3]=1.C[Si]([N-][Si](C)(C)C)(C)C.[K+].C1(C)C=CC=CC=1.[Cl:26][C:27]1[CH:28]=[C:29]([CH:34]=[C:35]([O:37][C:38]2[CH:39]=[N:40][CH:41]=[N:42][CH:43]=2)[CH:36]=1)[C:30](OC)=[O:31].Cl, predict the reaction product. The product is: [Cl:26][C:27]1[CH:28]=[C:29]([CH:34]=[C:35]([O:37][C:38]2[CH:43]=[N:42][CH:41]=[N:40][CH:39]=2)[CH:36]=1)[C:30]([NH:1][C:2]1[CH:7]=[C:6]([F:8])[CH:5]=[CH:4][N:3]=1)=[O:31]. (6) Given the reactants Cl.Cl.Cl.[O:4]1[C:12]2[CH:11]=[CH:10][N:9]=[C:8]([N:13]3[CH2:18][CH2:17][N:16]([CH2:19][CH2:20][C@H:21]4[CH2:26][CH2:25][C@H:24]([NH2:27])[CH2:23][CH2:22]4)[CH2:15][CH2:14]3)[C:7]=2[CH2:6][CH2:5]1.[C:28]([CH2:30][C:31](O)=[O:32])#[N:29], predict the reaction product. The product is: [C:28]([CH2:30][C:31]([NH:27][C@H:24]1[CH2:25][CH2:26][C@H:21]([CH2:20][CH2:19][N:16]2[CH2:17][CH2:18][N:13]([C:8]3[C:7]4[CH2:6][CH2:5][O:4][C:12]=4[CH:11]=[CH:10][N:9]=3)[CH2:14][CH2:15]2)[CH2:22][CH2:23]1)=[O:32])#[N:29].